From a dataset of Experimentally validated miRNA-target interactions with 360,000+ pairs, plus equal number of negative samples. Binary Classification. Given a miRNA mature sequence and a target amino acid sequence, predict their likelihood of interaction. (1) The miRNA is hsa-miR-204-5p with sequence UUCCCUUUGUCAUCCUAUGCCU. The protein sequence of the target gene is MPSEKTFKQRRTFEQRVEDVRLIREQHPTKIPVIIERYKGEKQLPVLDKTKFLVPDHVNMSELIKIIRRRLQLNANQAFFLLVNGHSMVSVSTPISEVYESEKDEDGFLYMVYASQETFGMKLSV. Result: 1 (interaction). (2) The miRNA is hsa-miR-2115-3p with sequence CAUCAGAAUUCAUGGAGGCUAG. The protein sequence of the target gene is MSYFLSYCKAHGGALLTGYQALRAEGFLCDVTLETEGSEFPAHRSLLACSSDYFRALFKSHTQESRARVIHLHVPSAAGLQRLLDFIYTAWLSLSMDTVEDTLEAASYLQVTEALGLCGRYLERQLAPENCCFAANVAARFGLAHTLDAAERCIVSHLQELLARGAGPAGLLELNPTSLRAVLGAPDVARVPEARLLGLALAWLRQEPTTERLAHCTELLERVRFGLVPADVLRRVYSGSGLVLPARVKGLIIQALNYHTTPSRQPLMQGEQTSIRSPQTRILLVGGRRAREVVIEEVAA.... Result: 0 (no interaction). (3) The miRNA is hsa-miR-6879-3p with sequence UGUCACCCGCUCCUUGCCCAG. The protein sequence of the target gene is MRKHVLAASFSMLSLLVIMGDTDSKTDSSFIMDSDPRRCMRHHYVDSISHPLYKCSSKMVLLARCEGHCSQASRSEPLVSFSTVLKQPFRSSCHCCRPQTSKLKALRLRCSGGMRLTATYRYILSCHCEECNS. Result: 0 (no interaction). (4) The miRNA is hsa-miR-383-3p with sequence ACAGCACUGCCUGGUCAGA. The protein sequence of the target gene is MAAPVRLGRKRPLPACPNPLFVRWLTEWRDEATRSRRRTRFVFQKALRSLRRYPLPLRSGKEAKILQHFGDGLCRMLDERLQRHRTSGGDHAPDSPSGENSPAPQGRLAEVQDSSMPVPAQPKAGGSGSYWPARHSGARVILLVLYREHLNPNGHHFLTKEELLQRCAQKSPRVAPGSARPWPALRSLLHRNLVLRTHQPARYSLTPEGLELAQKLAESEGLSLLNVGIGPKEPPGEETAVPGAASAELASEAGVQQQPLELRPGEYRVLLCVDIGETRGGGHRPELLRELQRLHVTHTV.... Result: 0 (no interaction). (5) The miRNA is rno-miR-26b-5p with sequence UUCAAGUAAUUCAGGAUAGGU. The protein sequence of the target gene is MKSLKSRLRRQDVPGPASSGAAAASAHAADWNKYDDRLMKAAERGDVEKVTSILAKKGVNPGKLDVEGRSVFHVVTSKGNLECLNAILIHGVDITTSDTAGRNALHLAAKYGHALCLQKLLQYNCPTEHADLQGRTALHDAAMADCPSSIQLLCDHGASVNAKDVDGRTPLVLATQMSRPTICQLLIDRGADVNSRDKQNRTALMLGCEYGCRDAVEVLIKNGADISLLDALGHDSSYYARIGDNLDILTLLKTASENTNKGRELWKKGPSLQQRNLTHMQDEVNVKSHQREHQNIQDLE.... Result: 0 (no interaction).